Task: Predict the reaction yield, written as a fraction of the theoretical maximum amount of product (1.0 means a 100% yield; for example, 0.34 means a 34% yield).. Dataset: Reaction yield outcomes from USPTO patents with 853,638 reactions (1) The reactants are Cl.[CH2:2]([N:4]([CH2:19][CH3:20])[C:5](=[O:18])[CH2:6][CH2:7][CH2:8][CH2:9][C@H:10]1[CH2:15][CH2:14][C@H:13]([NH:16][CH3:17])[CH2:12][CH2:11]1)[CH3:3].[F:21][C:22]([F:34])([F:33])[C:23]1[CH:28]=[CH:27][C:26]([S:29](Cl)(=[O:31])=[O:30])=[CH:25][CH:24]=1. The catalyst is C(Cl)Cl.CN(C1C=CN=CC=1)C. The product is [CH2:19]([N:4]([CH2:2][CH3:3])[C:5](=[O:18])[CH2:6][CH2:7][CH2:8][CH2:9][C@H:10]1[CH2:11][CH2:12][C@H:13]([N:16]([CH3:17])[S:29]([C:26]2[CH:25]=[CH:24][C:23]([C:22]([F:21])([F:33])[F:34])=[CH:28][CH:27]=2)(=[O:31])=[O:30])[CH2:14][CH2:15]1)[CH3:20]. The yield is 0.840. (2) The reactants are [Cl:1][C:2]1[CH:7]=[CH:6][C:5]([C:8]2[CH:13]=[C:12](O)[N:11]3[N:15]=[CH:16][CH:17]=[C:10]3[N:9]=2)=[CH:4][CH:3]=1.P(Cl)(Cl)([Cl:20])=O.CN(C)C1C=CC=CC=1. No catalyst specified. The product is [Cl:20][C:12]1[N:11]2[N:15]=[CH:16][CH:17]=[C:10]2[N:9]=[C:8]([C:5]2[CH:6]=[CH:7][C:2]([Cl:1])=[CH:3][CH:4]=2)[CH:13]=1. The yield is 0.660. (3) The reactants are [C:1]12(O)[CH2:9][CH:5]([C:6]1([CH3:8])[CH3:7])[CH2:4][CH2:3][C:2]2([OH:11])[CH3:10].[CH3:13][CH:14]([CH3:19])[CH2:15][B:16](O)[OH:17]. The catalyst is C(OCC)C. The product is [CH3:13][CH:14]([CH3:19])[CH2:15][B:16]1[O:17][C@@H:3]2[CH2:4][C@@H:5]3[CH2:9][C@H:1]([C@:2]2([CH3:10])[O:11]1)[C:6]3([CH3:8])[CH3:7]. The yield is 0.940. (4) The reactants are I[C:2]1[CH:7]=[CH:6][C:5]([N+:8]([O-:10])=[O:9])=[C:4]([CH3:11])[CH:3]=1.I[C:13]([F:22])([C:18]([F:21])([F:20])[F:19])[C:14]([F:17])([F:16])[F:15]. The catalyst is [Cu].CN(C=O)C. The product is [CH3:11][C:4]1[CH:3]=[C:2]([C:13]([F:22])([C:18]([F:21])([F:20])[F:19])[C:14]([F:17])([F:16])[F:15])[CH:7]=[CH:6][C:5]=1[N+:8]([O-:10])=[O:9]. The yield is 0.820. (5) The reactants are [Cl:1][C:2]1[CH:10]=[C:9]2[C:5]([C@@:6]3([C:19]4([CH2:24][CH2:23][C:22]([CH3:26])([CH3:25])[CH2:21][CH2:20]4)[N:18]4[C@@H:13]([C:14](=[O:39])[O:15][C@@H:16]([C:33]5[CH:38]=[CH:37][CH:36]=[CH:35][CH:34]=5)[C@H:17]4[C:27]4[CH:32]=[CH:31][CH:30]=[CH:29][CH:28]=4)[C@@H:12]3[C:40]3[CH:45]=[CH:44][N:43]=[C:42]([Cl:46])[C:41]=3[F:47])[C:7](=[O:11])[NH:8]2)=[CH:4][CH:3]=1.C(=O)([O-])[O-:49].[K+].[K+].S([O-])([O-])(=O)=O.[Mg+2]. The catalyst is C(#N)C.O. The product is [Cl:1][C:2]1[CH:10]=[C:9]2[C:5]([C:6]3([C@@H:12]([C:40]4[CH:45]=[CH:44][N:43]=[C:42]([Cl:46])[C:41]=4[F:47])[C@H:13]([C:14]([OH:49])=[O:39])[N:18]([C@H:17]([C:27]4[CH:32]=[CH:31][CH:30]=[CH:29][CH:28]=4)[C@@H:16]([OH:15])[C:33]4[CH:38]=[CH:37][CH:36]=[CH:35][CH:34]=4)[C:19]43[CH2:24][CH2:23][C:22]([CH3:26])([CH3:25])[CH2:21][CH2:20]4)[C:7](=[O:11])[NH:8]2)=[CH:4][CH:3]=1. The yield is 1.00.